Dataset: Full USPTO retrosynthesis dataset with 1.9M reactions from patents (1976-2016). Task: Predict the reactants needed to synthesize the given product. Given the product [CH:2]1([CH2:1][N:8]2[CH2:12][CH2:11][N:10]([C:13]3[S:14][C:15]([C:19]([NH:45][CH2:46][C:47]4[CH:48]=[N:49][CH:50]=[CH:51][CH:52]=4)=[O:21])=[C:16]([CH3:18])[N:17]=3)[C:9]2=[O:22])[CH2:3][CH2:4][CH2:5][CH2:6][CH2:7]1, predict the reactants needed to synthesize it. The reactants are: [CH2:1]([N:8]1[CH2:12][CH2:11][N:10]([C:13]2[S:14][C:15]([C:19]([OH:21])=O)=[C:16]([CH3:18])[N:17]=2)[C:9]1=[O:22])[C:2]1[CH:7]=[CH:6][CH:5]=[CH:4][CH:3]=1.C1(CN2CCN(C3SC(C(O)=O)=C(C)N=3)C2=O)CCCCC1.[NH2:45][CH2:46][C:47]1[CH:48]=[N:49][CH:50]=[CH:51][CH:52]=1.